This data is from Forward reaction prediction with 1.9M reactions from USPTO patents (1976-2016). The task is: Predict the product of the given reaction. (1) Given the reactants Cl[C:2]1[N:3]=[C:4]([OH:12])[C:5]2[CH:11]=[CH:10][N:9]=[CH:8][C:6]=2[N:7]=1.[C:13]1([CH:19]2[O:24][CH2:23][CH2:22][N:21]([C:25]3[CH:30]=[CH:29][C:28]([OH:31])=[CH:27][CH:26]=3)[CH2:20]2)[CH:18]=[CH:17][CH:16]=[CH:15][CH:14]=1, predict the reaction product. The product is: [C:13]1([CH:19]2[O:24][CH2:23][CH2:22][N:21]([C:25]3[CH:26]=[CH:27][C:28]([O:31][C:2]4[N:3]=[C:4]([OH:12])[C:5]5[CH:11]=[CH:10][N:9]=[CH:8][C:6]=5[N:7]=4)=[CH:29][CH:30]=3)[CH2:20]2)[CH:14]=[CH:15][CH:16]=[CH:17][CH:18]=1. (2) Given the reactants [Cl:1][C:2]1[CH:7]=[CH:6][C:5]([C:8]2[C:12]([CH2:13][O:14][C:15]3[CH:20]=[CH:19][C:18]([CH2:21][CH2:22][C:23]([O:25]CC)=[O:24])=[C:17]([F:28])[C:16]=3[F:29])=[C:11]([C:30]([F:33])([F:32])[F:31])[S:10][N:9]=2)=[CH:4][CH:3]=1.O1CCCC1.[Li+].[OH-].Cl, predict the reaction product. The product is: [Cl:1][C:2]1[CH:7]=[CH:6][C:5]([C:8]2[C:12]([CH2:13][O:14][C:15]3[CH:20]=[CH:19][C:18]([CH2:21][CH2:22][C:23]([OH:25])=[O:24])=[C:17]([F:28])[C:16]=3[F:29])=[C:11]([C:30]([F:33])([F:32])[F:31])[S:10][N:9]=2)=[CH:4][CH:3]=1. (3) Given the reactants C([O:3][C:4](=[O:32])[C:5]1[CH:10]=[CH:9][CH:8]=[C:7]([N:11]2[C:15]([CH3:16])=[CH:14][CH:13]=[C:12]2[C:17]2[CH:22]=[C:21]([Cl:23])[CH:20]=[CH:19][C:18]=2[O:24][CH2:25][CH:26]2[CH2:31][CH2:30][O:29][CH2:28][CH2:27]2)[CH:6]=1)C, predict the reaction product. The product is: [Cl:23][C:21]1[CH:20]=[CH:19][C:18]([O:24][CH2:25][CH:26]2[CH2:31][CH2:30][O:29][CH2:28][CH2:27]2)=[C:17]([C:12]2[N:11]([C:7]3[CH:6]=[C:5]([CH:10]=[CH:9][CH:8]=3)[C:4]([OH:32])=[O:3])[C:15]([CH3:16])=[CH:14][CH:13]=2)[CH:22]=1. (4) The product is: [Cl:1][C:2]1[N:7]=[C:6]([C:8]2[S:12][C:11]([CH2:13][NH:15][C:16]3[CH:21]=[CH:20][CH:19]=[CH:18][CH:17]=3)=[CH:10][CH:9]=2)[CH:5]=[CH:4][N:3]=1. Given the reactants [Cl:1][C:2]1[N:7]=[C:6]([C:8]2[S:12][C:11]([CH:13]=O)=[CH:10][CH:9]=2)[CH:5]=[CH:4][N:3]=1.[NH2:15][C:16]1[CH:21]=[CH:20][CH:19]=[CH:18][CH:17]=1, predict the reaction product.